From a dataset of Full USPTO retrosynthesis dataset with 1.9M reactions from patents (1976-2016). Predict the reactants needed to synthesize the given product. (1) Given the product [F:13][C:14]1[CH:15]=[CH:16][C:17]([C:20]2[O:21][C:22]([CH3:36])=[C:23]([CH2:25][O:26][C@@H:27]3[CH2:32][CH2:31][CH2:30][C@H:29]([O:38][CH2:39][CH:40]=[C:1]4[S:7][C:5](=[O:6])[NH:4][C:2]4=[O:3])[CH2:28]3)[N:24]=2)=[CH:18][CH:19]=1, predict the reactants needed to synthesize it. The reactants are: [CH2:1]1[S:7][C:5](=[O:6])[NH:4][C:2]1=[O:3].C([Li])CCC.[F:13][C:14]1[CH:19]=[CH:18][C:17]([C:20]2[O:21][C:22]([CH3:36])=[C:23]([CH2:25][O:26][C@@H:27]3[CH2:32][CH2:31][CH2:30][C@H:29](CC=O)[CH2:28]3)[N:24]=2)=[CH:16][CH:15]=1.Cl.[O:38]1CC[CH2:40][CH2:39]1. (2) The reactants are: Br[C:2]1[C:3]([NH:9][CH2:10][C:11]([CH3:14])([CH3:13])[CH3:12])=[N:4][C:5]([Cl:8])=[N:6][CH:7]=1.C([Li])CCC.[CH2:20]([O:22]C=O)C. Given the product [Cl:8][C:5]1[N:4]=[C:3]([NH:9][CH2:10][C:11]([CH3:14])([CH3:13])[CH3:12])[C:2]([CH:20]=[O:22])=[CH:7][N:6]=1, predict the reactants needed to synthesize it. (3) Given the product [Br:11][C:12]1[CH:17]=[CH:16][C:15]([C:2]2[N:3]=[C:4]3[CH:5]=[CH:6][NH:7][C:8]3=[N:9][CH:10]=2)=[C:14]([F:21])[CH:13]=1, predict the reactants needed to synthesize it. The reactants are: Br[C:2]1[N:3]=[C:4]2[C:8](=[N:9][CH:10]=1)[NH:7][CH:6]=[CH:5]2.[Br:11][C:12]1[CH:17]=[CH:16][C:15](B(O)O)=[C:14]([F:21])[CH:13]=1.C(Cl)Cl.C([O-])([O-])=O.[K+].[K+].